Predict the reaction yield, written as a fraction of the theoretical maximum amount of product (1.0 means a 100% yield; for example, 0.34 means a 34% yield). From a dataset of Reaction yield outcomes from USPTO patents with 853,638 reactions. The reactants are [CH:1]1[CH:2]=[CH:3][C:4]([NH:11][C:12]2[C:13]([Cl:19])=[CH:14][CH:15]=[CH:16][C:17]=2[Cl:18])=[C:5]([CH2:7][C:8]([O-:10])=[O:9])[CH:6]=1.[Na+].O.C(=O)(O)[O-].[Na+].S(Cl)(O[CH2:31][Cl:32])(=O)=O. The catalyst is S([O-])(O)(=O)=O.C([N+](CCCC)(CCCC)CCCC)CCC.C(Cl)Cl. The product is [Cl:19][C:13]1[CH:14]=[CH:15][CH:16]=[C:17]([Cl:18])[C:12]=1[NH:11][C:4]1[CH:3]=[CH:2][CH:1]=[CH:6][C:5]=1[CH2:7][C:8]([O:10][CH2:31][Cl:32])=[O:9]. The yield is 0.950.